From a dataset of Full USPTO retrosynthesis dataset with 1.9M reactions from patents (1976-2016). Predict the reactants needed to synthesize the given product. (1) Given the product [CH3:3][S:4]([C:7]1[CH:8]=[C:9]2[C:14](=[CH:15][CH:16]=1)[N:13]=[C:12]([C:17]1[CH:22]=[CH:21][CH:20]=[C:19]([C:23]([F:26])([F:24])[F:25])[CH:18]=1)[C:11]([CH2:27][N:28]1[CH2:29][CH2:30][CH:31]([N:34]3[CH2:35][CH2:36][O:37][CH2:38][CH2:39]3)[CH2:32][CH2:33]1)=[C:10]2[C:40]([OH:42])=[O:41])(=[O:6])=[O:5], predict the reactants needed to synthesize it. The reactants are: [OH-].[K+].[CH3:3][S:4]([C:7]1[CH:8]=[C:9]2[C:14](=[CH:15][CH:16]=1)[N:13]=[C:12]([C:17]1[CH:22]=[CH:21][CH:20]=[C:19]([C:23]([F:26])([F:25])[F:24])[CH:18]=1)[C:11]([CH2:27][N:28]1[CH2:33][CH2:32][CH:31]([N:34]3[CH2:39][CH2:38][O:37][CH2:36][CH2:35]3)[CH2:30][CH2:29]1)=[C:10]2[C:40]([O:42]C)=[O:41])(=[O:6])=[O:5]. (2) Given the product [CH3:7][CH2:8][C:2]([NH:1][C:22](=[O:23])[CH2:21][CH2:19][CH3:20])([CH3:3])[C:4]([OH:6])=[O:27], predict the reactants needed to synthesize it. The reactants are: [NH2:1][CH:2]([C:4]([OH:6])=O)[CH3:3].[CH2:7](N(CC)CC)[CH3:8].C[Si](Cl)(C)C.[CH2:19]([CH:21](CC)[C:22](Cl)=[O:23])[CH3:20].[OH-:27].[Na+]. (3) Given the product [CH3:12][N:13]1[C:8](=[O:10])[C:7]2[CH:6]=[N:5][CH:4]=[C:3]([CH3:11])[C:2]=2[N:1]=[C:29]1[C:28]1[CH:31]=[CH:32][C:25]([O:24][CH2:23][CH2:22][CH2:21][N:17]2[CH2:18][CH2:19][CH2:20][C@H:15]([CH3:14])[CH2:16]2)=[CH:26][CH:27]=1, predict the reactants needed to synthesize it. The reactants are: [NH2:1][C:2]1[C:7]([C:8]([OH:10])=O)=[CH:6][N:5]=[CH:4][C:3]=1[CH3:11].[CH3:12][NH2:13].[CH3:14][C@H:15]1[CH2:20][CH2:19][CH2:18][N:17]([CH2:21][CH2:22][CH2:23][O:24][C:25]2[CH:32]=[CH:31][C:28]([CH:29]=O)=[CH:27][CH:26]=2)[CH2:16]1. (4) Given the product [CH3:1][O:2][C:3](=[O:32])[CH2:4][CH2:5][C:6]1[CH:11]=[CH:10][C:9]([S:12][CH:13]([C:15]2[S:16][C:17]([C:21]3[CH:26]=[CH:25][C:24]([C:27]([F:30])([F:29])[F:28])=[CH:23][CH:22]=3)=[CH:18][C:19]=2[CH:33]=[CH2:34])[CH3:14])=[CH:8][C:7]=1[CH3:31], predict the reactants needed to synthesize it. The reactants are: [CH3:1][O:2][C:3](=[O:32])[CH2:4][CH2:5][C:6]1[CH:11]=[CH:10][C:9]([S:12][CH:13]([C:15]2[S:16][C:17]([C:21]3[CH:26]=[CH:25][C:24]([C:27]([F:30])([F:29])[F:28])=[CH:23][CH:22]=3)=[CH:18][C:19]=2I)[CH3:14])=[CH:8][C:7]=1[CH3:31].[CH2:33]([Sn](CCCC)(CCCC)C=C)[CH2:34]CC. (5) Given the product [C:21]([O:20][C:18]([NH:17][C:8]1[CH2:9][C:10]([C:12]([O:14][CH2:15][CH3:16])=[O:13])=[CH:11][C:5]2[CH:4]=[CH:3][C:2]([C:32]3[CH:31]=[CH:30][CH:29]=[C:28]([C:26]#[N:27])[CH:33]=3)=[CH:25][C:6]=2[N:7]=1)=[O:19])([CH3:24])([CH3:23])[CH3:22], predict the reactants needed to synthesize it. The reactants are: Br[C:2]1[CH:3]=[CH:4][C:5]2=[C:6]([CH:25]=1)[N:7]=[C:8]([NH:17][C:18]([O:20][C:21]([CH3:24])([CH3:23])[CH3:22])=[O:19])[CH2:9][C:10]([C:12]([O:14][CH2:15][CH3:16])=[O:13])=[CH:11]2.[C:26]([C:28]1[CH:29]=[C:30](B(O)O)[CH:31]=[CH:32][CH:33]=1)#[N:27].[F-].[Cs+].O. (6) Given the product [C:54]([NH:1][CH2:2][CH2:3][O:4][C:5]1[CH:44]=[CH:43][C:8]([CH2:9][C@H:10]([NH:31][C:32](=[O:42])[O:33][C@@H:34]2[C@H:41]3[C@H:37]([O:38][CH2:39][CH2:40]3)[O:36][CH2:35]2)[C@H:11]([OH:30])[CH2:12][N:13]([S:18]([C:21]2[CH:29]=[CH:28][C:24]3[O:25][CH2:26][O:27][C:23]=3[CH:22]=2)(=[O:19])=[O:20])[CH2:14][CH:15]([CH3:17])[CH3:16])=[CH:7][CH:6]=1)(=[O:56])[CH3:55], predict the reactants needed to synthesize it. The reactants are: [NH2:1][CH2:2][CH2:3][O:4][C:5]1[CH:44]=[CH:43][C:8]([CH2:9][C@H:10]([NH:31][C:32](=[O:42])[O:33][C@@H:34]2[C@H:41]3[C@H:37]([O:38][CH2:39][CH2:40]3)[O:36][CH2:35]2)[C@H:11]([OH:30])[CH2:12][N:13]([S:18]([C:21]2[CH:29]=[CH:28][C:24]3[O:25][CH2:26][O:27][C:23]=3[CH:22]=2)(=[O:20])=[O:19])[CH2:14][CH:15]([CH3:17])[CH3:16])=[CH:7][CH:6]=1.C(N(CC)C(C)C)(C)C.[C:54](Cl)(=[O:56])[CH3:55].